Task: Predict the product of the given reaction.. Dataset: Forward reaction prediction with 1.9M reactions from USPTO patents (1976-2016) (1) Given the reactants [C:1]([C:3]1[C:4]([I:18])=[C:5]([C:14]([O:16]C)=[O:15])[S:6][C:7]=1[N:8]1[CH2:13][CH2:12][O:11][CH2:10][CH2:9]1)#[N:2].[OH-].[Na+], predict the reaction product. The product is: [C:1]([C:3]1[C:4]([I:18])=[C:5]([C:14]([OH:16])=[O:15])[S:6][C:7]=1[N:8]1[CH2:13][CH2:12][O:11][CH2:10][CH2:9]1)#[N:2]. (2) Given the reactants [CH3:1][O:2][C:3]1[CH:4]=[C:5]([CH:7]=[C:8]([O:10][CH3:11])[CH:9]=1)[NH2:6].Br[CH2:13][C:14]([C:16]1[CH:21]=[CH:20][C:19]([OH:22])=[CH:18][C:17]=1[OH:23])=[O:15].[C:24](=[O:27])(O)[O-].[Na+], predict the reaction product. The product is: [OH:23][C:17]1[CH:18]=[C:19]([OH:22])[CH:20]=[CH:21][C:16]=1[C:14](=[O:15])[CH2:13][N:6]1[C:5]2[C:4](=[C:3]([O:2][CH3:1])[CH:9]=[C:8]([O:10][CH3:11])[CH:7]=2)[C:19]([C:18]2[CH:17]=[CH:16][C:14]([OH:15])=[CH:13][C:24]=2[OH:27])=[CH:20]1. (3) Given the reactants Cl[C:2]1[N:7]=[C:6]([Cl:8])[N:5]=[CH:4][N:3]=1.CCN(C(C)C)C(C)C.[CH3:18][C:19]1[CH:20]=[C:21]2[C:26](=[CH:27][CH:28]=1)[NH:25][CH2:24][CH2:23][CH2:22]2, predict the reaction product. The product is: [Cl:8][C:6]1[N:5]=[CH:4][N:3]=[C:2]([N:25]2[C:26]3[C:21](=[CH:20][C:19]([CH3:18])=[CH:28][CH:27]=3)[CH2:22][CH2:23][CH2:24]2)[N:7]=1. (4) Given the reactants [NH2:1][C@@H:2]([C:5]1[CH:10]=[CH:9][CH:8]=[C:7]([Cl:11])[CH:6]=1)[CH2:3][OH:4].C([O-])(O)=O.[Na+].[CH3:17][C:18]([O:21][C:22](O[C:22]([O:21][C:18]([CH3:20])([CH3:19])[CH3:17])=[O:23])=[O:23])([CH3:20])[CH3:19].O, predict the reaction product. The product is: [Cl:11][C:7]1[CH:6]=[C:5]([C@H:2]([NH:1][C:22](=[O:23])[O:21][C:18]([CH3:20])([CH3:19])[CH3:17])[CH2:3][OH:4])[CH:10]=[CH:9][CH:8]=1. (5) Given the reactants I[C:2]1[CH:8]=[C:7]([C:9]([F:12])([F:11])[F:10])[CH:6]=[CH:5][C:3]=1[NH2:4].[C:13]([OH:18])(=O)[C:14]([CH3:16])=O.C1N2CCN(CC2)C1.S([O-])([O-])(=O)=O.[Mg+2].C(Cl)CCl.C1C=CC2N(O)N=NC=2C=1.Cl.[CH3:48][NH:49][O:50][CH3:51].CCN(C(C)C)C(C)C, predict the reaction product. The product is: [CH3:51][O:50][N:49]([CH3:48])[C:13]([C:14]1[NH:4][C:3]2[C:2]([CH:16]=1)=[CH:8][C:7]([C:9]([F:12])([F:11])[F:10])=[CH:6][CH:5]=2)=[O:18]. (6) Given the reactants [C:1]([O:5][C:6]([NH:8][C@@H:9]([C:11]1[CH:20]=[CH:19][C:18]2[C:13](=[CH:14][C:15](/[CH:21]=[CH:22]/[C:23]3([C:29]([OH:31])=[O:30])[CH2:28][O:27][CH2:26][CH2:25][O:24]3)=[CH:16][CH:17]=2)[N:12]=1)[CH3:10])=[O:7])([CH3:4])([CH3:3])[CH3:2].[Cl:32][C:33]([Cl:57])([Cl:56])[CH2:34][O:35][C:36]([C@@H:38]1[CH2:43][CH2:42][CH2:41][N:40]([C:44](=[O:55])[C@@H:45]([NH:47][C:48](=[O:54])[C@@H:49](O)[CH:50]([CH3:52])[CH3:51])[CH3:46])[NH:39]1)=[O:37].C(N(CC)C(C)C)(C)C.CC1C=CC=C([N+]([O-])=O)C=1C(OC(=O)C1C([N+]([O-])=O)=CC=CC=1C)=O, predict the reaction product. The product is: [Cl:56][C:33]([Cl:32])([Cl:57])[CH2:34][O:35][C:36]([C@@H:38]1[CH2:43][CH2:42][CH2:41][N:40]([C:44](=[O:55])[C@@H:45]([NH:47][C:48](=[O:54])[C@@H:49]([O:30][C:29]([C:23]2(/[CH:22]=[CH:21]/[C:15]3[CH:14]=[C:13]4[C:18]([CH:19]=[CH:20][C:11]([C@H:9]([NH:8][C:6]([O:5][C:1]([CH3:2])([CH3:3])[CH3:4])=[O:7])[CH3:10])=[N:12]4)=[CH:17][CH:16]=3)[CH2:28][O:27][CH2:26][CH2:25][O:24]2)=[O:31])[CH:50]([CH3:51])[CH3:52])[CH3:46])[NH:39]1)=[O:37].